From a dataset of Full USPTO retrosynthesis dataset with 1.9M reactions from patents (1976-2016). Predict the reactants needed to synthesize the given product. (1) Given the product [CH3:8][C:9]1[O:13][N:12]=[C:11]([C:14]2[CH:15]=[CH:16][CH:17]=[CH:18][CH:19]=2)[C:10]=1[C:20]1[N:21]=[CH:22][N:23]([C:25]2[CH:33]=[CH:32][CH:31]=[CH:30][C:26]=2[C:27]([NH:7][CH:4]2[CH2:5][CH2:6][O:1][CH2:2][CH2:3]2)=[O:28])[CH:24]=1, predict the reactants needed to synthesize it. The reactants are: [O:1]1[CH2:6][CH2:5][CH:4]([NH2:7])[CH2:3][CH2:2]1.[CH3:8][C:9]1[O:13][N:12]=[C:11]([C:14]2[CH:19]=[CH:18][CH:17]=[CH:16][CH:15]=2)[C:10]=1[C:20]1[N:21]=[CH:22][N:23]([C:25]2[CH:33]=[CH:32][CH:31]=[CH:30][C:26]=2[C:27](O)=[O:28])[CH:24]=1. (2) Given the product [CH:9]1([C:15]([C:5]2[NH:4][CH:8]=[CH:7][CH:6]=2)=[O:16])[CH2:14][CH2:13][CH2:12][CH2:11][CH2:10]1, predict the reactants needed to synthesize it. The reactants are: C[Mg+].[Br-].[NH:4]1[CH:8]=[CH:7][CH:6]=[CH:5]1.[CH:9]1([C:15](Cl)=[O:16])[CH2:14][CH2:13][CH2:12][CH2:11][CH2:10]1.[NH4+].[Cl-]. (3) Given the product [F:21][C:15]1[CH:16]=[C:17]([F:20])[CH:18]=[CH:19][C:14]=1[N:12]1[C:11]2[C@@H:10]3[CH2:22][C@@H:9]3[CH2:8][C:7]=2[C:6]([C:4]([OH:5])=[O:3])=[N:13]1, predict the reactants needed to synthesize it. The reactants are: C([O:3][C:4]([C:6]1[C:7]2[CH2:8][C@H:9]3[CH2:22][C@H:10]3[C:11]=2[N:12]([C:14]2[CH:19]=[CH:18][C:17]([F:20])=[CH:16][C:15]=2[F:21])[N:13]=1)=[O:5])C.[OH-].[Na+]. (4) Given the product [C:22]([C:24]1[CH:31]=[CH:30][CH:29]=[CH:28][C:25]=1[CH2:26][O:1][C:2]1[CH:3]=[CH:4][C:5]([C:8]2[CH:12]=[C:11]([C:13]([NH2:15])=[O:14])[O:10][N:9]=2)=[CH:6][CH:7]=1)#[N:23], predict the reactants needed to synthesize it. The reactants are: [OH:1][C:2]1[CH:7]=[CH:6][C:5]([C:8]2[CH:12]=[C:11]([C:13]([NH2:15])=[O:14])[O:10][N:9]=2)=[CH:4][CH:3]=1.C([O-])([O-])=O.[K+].[K+].[C:22]([C:24]1[CH:31]=[CH:30][CH:29]=[CH:28][C:25]=1[CH2:26]Br)#[N:23]. (5) Given the product [CH:1]1([C:5]2[N:21]([C:22]3[CH:27]=[CH:26][CH:25]=[CH:24][N:23]=3)[C:17](=[O:19])[C:16]3[C:15](=[O:20])[C:14]4[CH:13]=[CH:12][CH:11]=[CH:10][C:9]=4[NH:8][C:7]=3[CH:6]=2)[CH2:2][CH2:3][CH2:4]1, predict the reactants needed to synthesize it. The reactants are: [CH:1]1([C:5]2O[C:17](=[O:19])[C:16]3[C:15](=[O:20])[C:14]4[CH:13]=[CH:12][CH:11]=[CH:10][C:9]=4[NH:8][C:7]=3[CH:6]=2)[CH2:4][CH2:3][CH2:2]1.[NH2:21][C:22]1[CH:27]=[CH:26][CH:25]=[CH:24][N:23]=1. (6) The reactants are: C([O:8][C:9]1[CH:10]=[C:11]([C:20](=[O:27])[C:21]2[CH:26]=[CH:25][N:24]=[CH:23][CH:22]=2)[CH:12]=[C:13]2[C:18]=1[N:17]=[CH:16][NH:15][C:14]2=[O:19])C1C=CC=CC=1.B(Br)(Br)Br. Given the product [OH:8][C:9]1[CH:10]=[C:11]([C:20](=[O:27])[C:21]2[CH:22]=[CH:23][N:24]=[CH:25][CH:26]=2)[CH:12]=[C:13]2[C:18]=1[N:17]=[CH:16][NH:15][C:14]2=[O:19], predict the reactants needed to synthesize it. (7) Given the product [CH3:1][N:2]1[C:7]2[N:8]=[CH:9][N:10]=[C:11]([C:12]3[CH:17]=[CH:16][CH:15]=[CH:14][CH:13]=3)[C:6]=2[CH2:5][CH2:4][NH:3]1, predict the reactants needed to synthesize it. The reactants are: [CH3:1][N:2]1[C:7]2[N:8]=[CH:9][N:10]=[C:11]([C:12]3[CH:17]=[CH:16][CH:15]=[CH:14][CH:13]=3)[C:6]=2[CH2:5][CH:4]=[N:3]1.[BH4-].[Na+].B(O)(O)O. (8) Given the product [F:1][C:2]1[CH:23]=[CH:22][C:5]2[NH:6][C:7]([CH:9]3[CH2:10][CH2:11][NH:12][CH2:13][CH2:14]3)=[N:8][C:4]=2[CH:3]=1, predict the reactants needed to synthesize it. The reactants are: [F:1][C:2]1[CH:23]=[CH:22][C:5]2[NH:6][C:7]([CH:9]3[CH2:14][CH2:13][N:12](C(OC(C)(C)C)=O)[CH2:11][CH2:10]3)=[N:8][C:4]=2[CH:3]=1.Cl. (9) Given the product [Cl:7][C:8]1[CH:9]=[C:10]([CH:13]=[C:14]([O:16][C:17]2[C:18]([CH3:29])=[N:19][NH:20][C:21]=2[CH2:22][N:23]2[CH2:24][CH2:25][N:26]([C:4](=[O:6])[CH2:3][O:2][CH3:1])[CH2:27][CH2:28]2)[CH:15]=1)[C:11]#[N:12], predict the reactants needed to synthesize it. The reactants are: [CH3:1][O:2][CH2:3][C:4]([OH:6])=O.[Cl:7][C:8]1[CH:9]=[C:10]([CH:13]=[C:14]([O:16][C:17]2[C:18]([CH3:29])=[N:19][NH:20][C:21]=2[CH2:22][N:23]2[CH2:28][CH2:27][NH:26][CH2:25][CH2:24]2)[CH:15]=1)[C:11]#[N:12]. (10) Given the product [O:15]=[C:16]1[CH2:20][CH2:19][C:18](=[O:21])[N:17]1[O:22][C:23]([NH:1][C:2]1[CH:10]=[CH:9][CH:8]=[C:7]2[C:3]=1[CH:4]=[N:5][N:6]2[C:11]([O:13][CH3:14])=[O:12])=[O:24], predict the reactants needed to synthesize it. The reactants are: [NH2:1][C:2]1[CH:10]=[CH:9][CH:8]=[C:7]2[C:3]=1[CH:4]=[N:5][N:6]2[C:11]([O:13][CH3:14])=[O:12].[O:15]=[C:16]1[CH2:20][CH2:19][C:18](=[O:21])[N:17]1[O:22][C:23](ON1C(=O)CCC1=O)=[O:24].